The task is: Predict the reaction yield, written as a fraction of the theoretical maximum amount of product (1.0 means a 100% yield; for example, 0.34 means a 34% yield).. This data is from Reaction yield outcomes from USPTO patents with 853,638 reactions. (1) The reactants are [Cl:1][C:2]1[CH:7]=[CH:6][C:5]([O:8][C:9]2[CH:14]=[CH:13][C:12]([CH2:15]O)=[CH:11][CH:10]=2)=[CH:4][C:3]=1[C:17]([F:20])([F:19])[F:18].S(Cl)([Cl:23])=O. The catalyst is C(Cl)Cl. The product is [Cl:1][C:2]1[CH:7]=[CH:6][C:5]([O:8][C:9]2[CH:14]=[CH:13][C:12]([CH2:15][Cl:23])=[CH:11][CH:10]=2)=[CH:4][C:3]=1[C:17]([F:20])([F:19])[F:18]. The yield is 0.880. (2) The reactants are [CH3:1][C:2]1[O:6][N:5]=[C:4]([C:7]2[CH:12]=[CH:11][CH:10]=[CH:9][CH:8]=2)[C:3]=1[CH2:13][O:14][C:15]1[CH:23]=[CH:22][C:18]([C:19]([OH:21])=O)=[CH:17][N:16]=1.[NH2:24][C:25]1[CH:30]=[CH:29][CH:28]=[CH:27][CH:26]=1. No catalyst specified. The product is [CH3:1][C:2]1[O:6][N:5]=[C:4]([C:7]2[CH:8]=[CH:9][CH:10]=[CH:11][CH:12]=2)[C:3]=1[CH2:13][O:14][C:15]1[CH:23]=[CH:22][C:18]([C:19]([NH:24][C:25]2[CH:30]=[CH:29][CH:28]=[CH:27][CH:26]=2)=[O:21])=[CH:17][N:16]=1. The yield is 0.700. (3) The reactants are Cl[C:2]1[N:7]=[C:6]([NH:8][CH2:9][C:10]([N:12]([CH:14]2[CH2:19][CH2:18][N:17]([CH2:20][CH:21]3[CH2:23][CH2:22]3)[CH2:16][CH2:15]2)[CH3:13])=[O:11])[C:5]([CH3:24])=[CH:4][N:3]=1.[CH3:25][O:26][C:27]1[CH:34]=[CH:33][C:30]([CH2:31][NH2:32])=[CH:29][CH:28]=1.C(N(C(C)C)CC)(C)C. The catalyst is C(O)CCC. The product is [CH:21]1([CH2:20][N:17]2[CH2:18][CH2:19][CH:14]([N:12]([CH3:13])[C:10](=[O:11])[CH2:9][NH:8][C:6]3[C:5]([CH3:24])=[CH:4][N:3]=[C:2]([NH:32][CH2:31][C:30]4[CH:33]=[CH:34][C:27]([O:26][CH3:25])=[CH:28][CH:29]=4)[N:7]=3)[CH2:15][CH2:16]2)[CH2:23][CH2:22]1. The yield is 0.360. (4) The product is [C:1]([O:5][C:6]([C:8]1[CH:17]=[CH:16][C:11]([C:12]([OH:14])=[O:13])=[CH:10][N:9]=1)=[O:7])([CH3:4])([CH3:2])[CH3:3]. The reactants are [C:1]([O:5][C:6]([C:8]1[CH:17]=[CH:16][C:11]([C:12]([O:14]C)=[O:13])=[CH:10][N:9]=1)=[O:7])([CH3:4])([CH3:3])[CH3:2].[OH-].[Na+]. The yield is 0.760. The catalyst is C1COCC1. (5) The catalyst is ClCCl. The reactants are [CH2:1]([N:8]([CH2:29][CH:30]1[CH2:35][CH2:34][CH:33]([CH2:36][OH:37])[CH2:32][CH2:31]1)[S:9]([NH:12][C:13](=[O:28])[C:14]1[CH:19]=[C:18]([C:20]([F:23])([F:22])[F:21])[CH:17]=[C:16]([C:24]([F:27])([F:26])[F:25])[CH:15]=1)(=[O:11])=[O:10])[C:2]1[CH:7]=[CH:6][CH:5]=[CH:4][CH:3]=1.C(N(CC)CC)C.[CH3:45][S:46](Cl)(=[O:48])=[O:47]. The product is [CH3:45][S:46]([O:37][CH2:36][CH:33]1[CH2:32][CH2:31][CH:30]([CH2:29][N:8]([CH2:1][C:2]2[CH:3]=[CH:4][CH:5]=[CH:6][CH:7]=2)[S:9]([NH:12][C:13](=[O:28])[C:14]2[CH:19]=[C:18]([C:20]([F:21])([F:22])[F:23])[CH:17]=[C:16]([C:24]([F:25])([F:26])[F:27])[CH:15]=2)(=[O:11])=[O:10])[CH2:35][CH2:34]1)(=[O:48])=[O:47]. The yield is 0.910. (6) The reactants are [C:1]([C:3]1[CH:4]=[C:5]([C:13]2[S:17][C:16]([C:18]3[CH:26]=[CH:25][CH:24]=[C:23]4[C:19]=3[CH2:20][CH2:21][C@@H:22]4[NH:27]C(=O)OC(C)(C)C)=[N:15][CH:14]=2)[CH:6]=[CH:7][C:8]=1[O:9][CH:10]([CH3:12])[CH3:11])#[N:2].[ClH:35]. The catalyst is O1CCOCC1.C(OCC)C. The product is [ClH:35].[NH2:27][C@@H:22]1[C:23]2[C:19](=[C:18]([C:16]3[S:17][C:13]([C:5]4[CH:6]=[CH:7][C:8]([O:9][CH:10]([CH3:12])[CH3:11])=[C:3]([CH:4]=4)[C:1]#[N:2])=[CH:14][N:15]=3)[CH:26]=[CH:25][CH:24]=2)[CH2:20][CH2:21]1. The yield is 1.00.